Dataset: Full USPTO retrosynthesis dataset with 1.9M reactions from patents (1976-2016). Task: Predict the reactants needed to synthesize the given product. (1) Given the product [Cl:21][C:22]1[N:23]=[C:24]([C:29]([NH:1][C@H:2]2[CH2:7][CH2:6][N:5]([C:8]3[CH:9]=[C:10]([CH:15]=[CH:16][C:17]=3[F:18])[C:11]([O:13][CH3:14])=[O:12])[CH2:4][C@H:3]2[O:19][CH3:20])=[O:30])[NH:25][C:26]=1[CH2:27][CH3:28], predict the reactants needed to synthesize it. The reactants are: [NH2:1][C@H:2]1[CH2:7][CH2:6][N:5]([C:8]2[CH:9]=[C:10]([CH:15]=[CH:16][C:17]=2[F:18])[C:11]([O:13][CH3:14])=[O:12])[CH2:4][C@H:3]1[O:19][CH3:20].[Cl:21][C:22]1[N:23]=[C:24]([C:29](O)=[O:30])[NH:25][C:26]=1[CH2:27][CH3:28].CCN=C=NCCCN(C)C.Cl.C1C=CC2N(O)N=NC=2C=1. (2) Given the product [CH2:1]([O:8][C:9]1[C:23]([O:24][CH3:25])=[CH:22][C:12]2[C:13](=[O:14])[N:15]3[CH2:19][CH2:18][CH2:17][C@H:16]3[CH:20]=[N:26][C:11]=2[CH:10]=1)[C:2]1[CH:3]=[CH:4][CH:5]=[CH:6][CH:7]=1, predict the reactants needed to synthesize it. The reactants are: [CH2:1]([O:8][C:9]1[C:23]([O:24][CH3:25])=[CH:22][C:12]([C:13]([N:15]2[CH2:19][CH2:18][CH2:17][C@H:16]2[CH:20]=O)=[O:14])=[C:11]([N+:26]([O-])=O)[CH:10]=1)[C:2]1[CH:7]=[CH:6][CH:5]=[CH:4][CH:3]=1.O.[O-]S(S([O-])=O)=O.[Na+].[Na+]. (3) Given the product [Br:4][C:5]1[CH:30]=[CH:29][CH:28]=[CH:27][C:6]=1[CH:7]=[C:32]1[CH2:33][CH2:34][N:35]([C:38]2[CH:47]=[CH:46][C:41]([C:42]([O:44][CH3:45])=[O:43])=[C:40]([O:48][C:49]3[CH:50]=[CH:51][CH:52]=[CH:53][CH:54]=3)[CH:39]=2)[CH2:36][CH2:37]1, predict the reactants needed to synthesize it. The reactants are: [H-].[Na+].[Br-].[Br:4][C:5]1[CH:30]=[CH:29][CH:28]=[CH:27][C:6]=1[CH2:7][P+](C1C=CC=CC=1)(C1C=CC=CC=1)C1C=CC=CC=1.O=[C:32]1[CH2:37][CH2:36][N:35]([C:38]2[CH:47]=[CH:46][C:41]([C:42]([O:44][CH3:45])=[O:43])=[C:40]([O:48][C:49]3[CH:54]=[CH:53][CH:52]=[CH:51][CH:50]=3)[CH:39]=2)[CH2:34][CH2:33]1.Cl. (4) Given the product [CH3:36][C:34]1[C:33]([C:32]([O:38][CH2:39][CH3:40])=[O:37])=[C:25]2[CH:24]=[C:18]([C:19]([O:21][CH2:22][CH3:23])=[O:20])[CH:17]=[CH:16][N:15]2[N:14]=1, predict the reactants needed to synthesize it. The reactants are: [N+](C1C=C([N+]([O-])=O)C=CC=1O)([O-])=O.[NH2:14][N:15]1[CH:25]=[CH:24][C:18]([C:19]([O:21][CH2:22][CH3:23])=[O:20])=[CH:17][CH2:16]1.C(=O)([O-])[O-].[K+].[K+].[C:32]([O:38][CH2:39][CH3:40])(=[O:37])[CH2:33][C:34]([CH3:36])=O. (5) Given the product [Cl:32][C:3]1[N:4]([CH2:21][CH2:22][CH2:23][CH2:24][Cl:25])[C:5](=[O:12])[C:6]2[CH:11]=[CH:10][CH:9]=[CH:8][C:7]=2[O:1][CH:2]=1, predict the reactants needed to synthesize it. The reactants are: [O:1]1[C:7]2[CH:8]=[CH:9][CH:10]=[CH:11][C:6]=2[C:5](=[O:12])[NH:4][C:3](=O)[CH2:2]1.C(=O)([O-])[O-].[K+].[K+].Br[CH2:21][CH2:22][CH2:23][CH2:24][Cl:25].O1CCOCC1.[ClH:32]. (6) Given the product [NH2:15][CH2:14][C:9]1([C:4]2[CH:5]=[CH:6][C:7]([Cl:8])=[C:2]([Cl:1])[CH:3]=2)[CH2:13][CH2:12][CH:11]([OH:20])[CH2:10]1, predict the reactants needed to synthesize it. The reactants are: [Cl:1][C:2]1[CH:3]=[C:4]([C:9]2([C:14]#[N:15])[CH2:13][CH:12]=[CH:11][CH2:10]2)[CH:5]=[CH:6][C:7]=1[Cl:8].B.C1C[O:20]CC1. (7) Given the product [O:31]1[C:35]2[CH:36]=[CH:37][C:38]([CH:40]3[CH2:45][CH2:44][CH:43]([N:8]4[CH2:9][CH:10]([NH:12][C:13](=[O:30])[CH2:14][NH:15][C:16]5[C:20]6[CH:21]=[C:22]([O:25][C:26]([F:28])([F:27])[F:29])[CH:23]=[CH:24][C:19]=6[O:18][N:17]=5)[CH2:11]4)[CH2:42][CH2:41]3)=[CH:39][C:34]=2[O:33][CH2:32]1, predict the reactants needed to synthesize it. The reactants are: OC(C(F)(F)F)=O.[NH:8]1[CH2:11][CH:10]([NH:12][C:13](=[O:30])[CH2:14][NH:15][C:16]2[C:20]3[CH:21]=[C:22]([O:25][C:26]([F:29])([F:28])[F:27])[CH:23]=[CH:24][C:19]=3[O:18][N:17]=2)[CH2:9]1.[O:31]1[C:35]2[CH:36]=[CH:37][C:38]([CH:40]3[CH2:45][CH2:44][C:43](=O)[CH2:42][CH2:41]3)=[CH:39][C:34]=2[O:33][CH2:32]1. (8) Given the product [CH3:1][C:2]1([CH3:9])[CH2:6][C:5]2[N:32]=[N:33][C:17]([C:19]3[CH:20]=[N:21][N:22]([C:25]4[CH:30]=[CH:29][CH:28]=[CH:27][CH:26]=4)[C:23]=3[CH3:24])=[CH:16][C:4]=2[CH2:3]1, predict the reactants needed to synthesize it. The reactants are: [CH3:1][C:2]1([CH3:9])[CH2:6][C:5](=O)[C:4](=O)[CH2:3]1.COP([CH2:16][C:17]([C:19]1[CH:20]=[N:21][N:22]([C:25]2[CH:30]=[CH:29][CH:28]=[CH:27][CH:26]=2)[C:23]=1[CH3:24])=O)(=O)OC.O.[NH2:32][NH2:33].